This data is from Peptide-MHC class I binding affinity with 185,985 pairs from IEDB/IMGT. The task is: Regression. Given a peptide amino acid sequence and an MHC pseudo amino acid sequence, predict their binding affinity value. This is MHC class I binding data. (1) The peptide sequence is LSPLCITMR. The MHC is Mamu-B6601 with pseudo-sequence Mamu-B6601. The binding affinity (normalized) is 0.765. (2) The peptide sequence is SSPRHTEA. The MHC is H-2-Db with pseudo-sequence H-2-Db. The binding affinity (normalized) is 0. (3) The peptide sequence is GHLAASVTL. The MHC is HLA-A03:01 with pseudo-sequence HLA-A03:01. The binding affinity (normalized) is 0.0847. (4) The peptide sequence is AVLSAATETY. The MHC is HLA-A31:01 with pseudo-sequence HLA-A31:01. The binding affinity (normalized) is 0.145. (5) The peptide sequence is EIINDKGKQY. The MHC is HLA-A03:01 with pseudo-sequence HLA-A03:01. The binding affinity (normalized) is 0. (6) The peptide sequence is PGDLQTLAL. The MHC is HLA-B51:01 with pseudo-sequence HLA-B51:01. The binding affinity (normalized) is 0.